Dataset: Full USPTO retrosynthesis dataset with 1.9M reactions from patents (1976-2016). Task: Predict the reactants needed to synthesize the given product. (1) Given the product [C:14]([C:16]1[CH:17]=[C:18]([F:26])[C:19]([C:20]([C:3]2[C:4]3[C:5](=[C:6]([NH:10][C:11](=[O:13])[CH3:12])[N:7]=[CH:8][CH:9]=3)[NH:1][CH:2]=2)=[O:21])=[C:23]([F:25])[CH:24]=1)#[N:15], predict the reactants needed to synthesize it. The reactants are: [NH:1]1[C:5]2=[C:6]([NH:10][C:11](=[O:13])[CH3:12])[N:7]=[CH:8][CH:9]=[C:4]2[CH:3]=[CH:2]1.[C:14]([C:16]1[CH:24]=[C:23]([F:25])[C:19]([C:20](Cl)=[O:21])=[C:18]([F:26])[CH:17]=1)#[N:15]. (2) The reactants are: [CH:1](NC(C)C)(C)C.[Li]CCCC.[Br:13][C:14]1[CH:21]=[CH:20][C:17]([C:18]#[N:19])=[C:16]([F:22])[CH:15]=1.CI. Given the product [Br:13][C:14]1[CH:21]=[CH:20][C:17]([C:18]#[N:19])=[C:16]([F:22])[C:15]=1[CH3:1], predict the reactants needed to synthesize it. (3) The reactants are: [Cl:1][C:2]1[C:3]2[C:10]([I:11])=[CH:9][NH:8][C:4]=2[N:5]=[CH:6][N:7]=1.C(N(CC)C(C)C)(C)C.C(Cl)Cl.[C:24]1([S:30](Cl)(=[O:32])=[O:31])[CH:29]=[CH:28][CH:27]=[CH:26][CH:25]=1. Given the product [Cl:1][C:2]1[C:3]2[C:10]([I:11])=[CH:9][N:8]([S:30]([C:24]3[CH:29]=[CH:28][CH:27]=[CH:26][CH:25]=3)(=[O:32])=[O:31])[C:4]=2[N:5]=[CH:6][N:7]=1, predict the reactants needed to synthesize it. (4) Given the product [Cl:11][C:12]1[CH:13]=[C:14]2[C:18](=[CH:19][CH:20]=1)[NH:17][CH:16]=[C:15]2[CH2:21][CH2:22][NH:23][C:25](=[O:26])[O:27][C:28]1[CH:33]=[CH:32][CH:31]=[CH:30][CH:29]=1, predict the reactants needed to synthesize it. The reactants are: C(N(CC)C(C)C)(C)C.Cl.[Cl:11][C:12]1[CH:13]=[C:14]2[C:18](=[CH:19][CH:20]=1)[NH:17][CH:16]=[C:15]2[CH2:21][CH2:22][NH2:23].Cl[C:25]([O:27][C:28]1[CH:33]=[CH:32][CH:31]=[CH:30][CH:29]=1)=[O:26].